From a dataset of Forward reaction prediction with 1.9M reactions from USPTO patents (1976-2016). Predict the product of the given reaction. (1) Given the reactants [CH2:1]([O:8][C:9]1[CH:22]=[CH:21][C:12]([O:13][Si:14]([C:17]([CH3:20])([CH3:19])[CH3:18])([CH3:16])[CH3:15])=[C:11](Br)[CH:10]=1)[C:2]1[CH:7]=[CH:6][CH:5]=[CH:4][CH:3]=1.[CH3:24][Sn](C)(C)C, predict the reaction product. The product is: [CH2:1]([O:8][C:9]1[CH:22]=[CH:21][C:12]([O:13][Si:14]([C:17]([CH3:20])([CH3:19])[CH3:18])([CH3:16])[CH3:15])=[C:11]([CH3:24])[CH:10]=1)[C:2]1[CH:7]=[CH:6][CH:5]=[CH:4][CH:3]=1. (2) Given the reactants [CH:1]([C:3]1[C:4]([C:9]2[CH:18]=[CH:17][C:12]([C:13]([O:15][CH3:16])=[O:14])=[CH:11][CH:10]=2)=[N:5][CH:6]=[CH:7][CH:8]=1)=[CH2:2], predict the reaction product. The product is: [CH2:1]([C:3]1[C:4]([C:9]2[CH:18]=[CH:17][C:12]([C:13]([O:15][CH3:16])=[O:14])=[CH:11][CH:10]=2)=[N:5][CH:6]=[CH:7][CH:8]=1)[CH3:2]. (3) Given the reactants [C:1]([O:5][C:6](=[O:30])[NH:7][C@@H:8]([C:28]#[CH:29])[CH2:9][O:10][Si:11]([C:24]([CH3:27])([CH3:26])[CH3:25])([C:18]1[CH:23]=[CH:22][CH:21]=[CH:20][CH:19]=1)[C:12]1[CH:17]=[CH:16][CH:15]=[CH:14][CH:13]=1)([CH3:4])([CH3:3])[CH3:2].Br[C:32]1[C:37]([NH2:38])=[CH:36][CH:35]=[CH:34][N:33]=1, predict the reaction product. The product is: [C:1]([O:5][C:6](=[O:30])[NH:7][C@@H:8]([C:28]#[C:29][C:32]1[C:37]([NH2:38])=[CH:36][CH:35]=[CH:34][N:33]=1)[CH2:9][O:10][Si:11]([C:24]([CH3:27])([CH3:26])[CH3:25])([C:12]1[CH:13]=[CH:14][CH:15]=[CH:16][CH:17]=1)[C:18]1[CH:19]=[CH:20][CH:21]=[CH:22][CH:23]=1)([CH3:4])([CH3:3])[CH3:2]. (4) Given the reactants C(O)CO.[Cl:5][C:6]1[S:10][C:9]([C:11]([NH:13][C:14]2[CH:22]=[CH:21][CH:20]=[C:19]3[C:15]=2[C:16](=[O:31])[N:17]([CH2:23][C:24]2[CH:29]=[CH:28][CH:27]=[C:26](I)[CH:25]=2)[CH2:18]3)=[O:12])=[CH:8][CH:7]=1.[NH2:32][CH2:33][CH2:34][OH:35].P([O-])([O-])([O-])=O.[K+].[K+].[K+], predict the reaction product. The product is: [Cl:5][C:6]1[S:10][C:9]([C:11]([NH:13][C:14]2[CH:22]=[CH:21][CH:20]=[C:19]3[C:15]=2[C:16](=[O:31])[N:17]([CH2:23][C:24]2[CH:29]=[CH:28][CH:27]=[C:26]([NH:32][CH2:33][CH2:34][OH:35])[CH:25]=2)[CH2:18]3)=[O:12])=[CH:8][CH:7]=1. (5) The product is: [C:18]([C:17]1[CH:21]=[C:22]([N:25]2[CH:30]=[CH:29][CH:28]=[CH:27][C:26]2=[O:31])[CH:23]=[CH:24][C:16]=1[N:14]1[CH:15]=[C:11]([CH2:10][NH:9][C:7]([C:4]2[S:3][C:2]([Cl:1])=[CH:6][CH:5]=2)=[O:8])[N:12]=[N:13]1)(=[O:19])[NH2:35]. Given the reactants [Cl:1][C:2]1[S:3][C:4]([C:7]([NH:9][CH2:10][C:11]2[N:12]=[N:13][N:14]([C:16]3[CH:24]=[CH:23][C:22]([N:25]4[CH:30]=[CH:29][CH:28]=[CH:27][C:26]4=[O:31])=[CH:21][C:17]=3[C:18](O)=[O:19])[CH:15]=2)=[O:8])=[CH:5][CH:6]=1.N.CC[N:35](C(C)C)C(C)C.C1CN([P+](ON2N=NC3C=CC=CC2=3)(N2CCCC2)N2CCCC2)CC1.F[P-](F)(F)(F)(F)F, predict the reaction product. (6) Given the reactants [CH:1]([N:4]1[CH2:9][CH2:8][N:7]([C:10]([C:12]2[CH:13]=[C:14]3[C:18](=[CH:19][CH:20]=2)[NH:17][C:16]([C:21](O)=[O:22])=[CH:15]3)=[O:11])[CH2:6][CH2:5]1)([CH3:3])[CH3:2].Cl.F[B-](F)(F)F.[N:30]1(OC(N(C)C)=[N+](C)C)[C:34]2[CH:35]=[CH:36][CH:37]=[CH:38][C:33]=2N=N1.N1CCCCCC1.C(N(CC)C(C)C)(C)C, predict the reaction product. The product is: [N:30]1([C:21]([C:16]2[NH:17][C:18]3[C:14]([CH:15]=2)=[CH:13][C:12]([C:10]([N:7]2[CH2:8][CH2:9][N:4]([CH:1]([CH3:2])[CH3:3])[CH2:5][CH2:6]2)=[O:11])=[CH:20][CH:19]=3)=[O:22])[CH2:35][CH2:36][CH2:37][CH2:38][CH2:33][CH2:34]1. (7) Given the reactants [CH2:1]([P:3]([OH:11])([CH2:5][CH:6]([CH3:10])[C:7]([OH:9])=[O:8])=[O:4])[CH3:2].[CH2:12](O)[CH2:13][CH2:14][CH2:15][OH:16], predict the reaction product. The product is: [CH2:1]([P:3]([O:11][CH2:12][CH2:13][CH2:14][CH2:15][OH:16])([CH2:5][CH:6]([CH3:10])[C:7]([O:9][CH2:12][CH2:13][CH2:14][CH2:15][OH:16])=[O:8])=[O:4])[CH3:2]. (8) The product is: [C:21]1([N:27]2[C:5]([C:7]3[C:12](=[O:13])[CH:11]=[CH:10][N:9]([C:14]4[CH:15]=[N:16][CH:17]=[CH:18][CH:19]=4)[N:8]=3)=[CH:4][CH:3]=[N:2]2)[CH:26]=[CH:25][CH:24]=[CH:23][CH:22]=1. Given the reactants C[N:2](C)[CH:3]=[CH:4][C:5]([C:7]1[C:12](=[O:13])[CH:11]=[CH:10][N:9]([C:14]2[CH:15]=[N:16][CH:17]=[CH:18][CH:19]=2)[N:8]=1)=O.[C:21]1([NH:27]N)[CH:26]=[CH:25][CH:24]=[CH:23][CH:22]=1, predict the reaction product. (9) Given the reactants C[O:2][C:3](=[O:33])[C@@H:4]([O:30][CH2:31][CH3:32])[CH2:5][C:6]1[CH:11]=[CH:10][C:9]([O:12][CH2:13][C:14]2[N:15]=[C:16]([C:20]3[CH:25]=[CH:24][C:23]([F:26])=[C:22]([CH3:27])[CH:21]=3)[O:17][C:18]=2[CH3:19])=[CH:8][C:7]=1[CH2:28][CH3:29].[Li+].[OH-], predict the reaction product. The product is: [CH2:31]([O:30][C@@H:4]([CH2:5][C:6]1[CH:11]=[CH:10][C:9]([O:12][CH2:13][C:14]2[N:15]=[C:16]([C:20]3[CH:25]=[CH:24][C:23]([F:26])=[C:22]([CH3:27])[CH:21]=3)[O:17][C:18]=2[CH3:19])=[CH:8][C:7]=1[CH2:28][CH3:29])[C:3]([OH:33])=[O:2])[CH3:32].